This data is from Catalyst prediction with 721,799 reactions and 888 catalyst types from USPTO. The task is: Predict which catalyst facilitates the given reaction. (1) The catalyst class is: 95. Product: [Cl:8][C:6]1[N:5]=[CH:4][N:3]=[C:2]([O:9][C:10]2[CH:36]=[CH:35][CH:34]=[CH:33][C:11]=2[CH2:12][NH:13][C:14]([NH:16][C:17]2[N:21]([C:22]3[CH:27]=[CH:26][C:25]([CH3:28])=[CH:24][CH:23]=3)[N:20]=[C:19]([C:29]([CH3:31])([CH3:32])[CH3:30])[CH:18]=2)=[O:15])[CH:7]=1. Reactant: Cl[C:2]1[CH:7]=[C:6]([Cl:8])[N:5]=[CH:4][N:3]=1.[OH:9][C:10]1[CH:36]=[CH:35][CH:34]=[CH:33][C:11]=1[CH2:12][NH:13][C:14]([NH:16][C:17]1[N:21]([C:22]2[CH:27]=[CH:26][C:25]([CH3:28])=[CH:24][CH:23]=2)[N:20]=[C:19]([C:29]([CH3:32])([CH3:31])[CH3:30])[CH:18]=1)=[O:15].[OH-].[Na+].[Cl-].[NH4+]. (2) Product: [Cl:1][C:2]1[C:3]([C:4]([O:5][CH3:11])=[O:18])=[CH:7][CH:8]=[CH:9][N:10]=1. The catalyst class is: 5. Reactant: [Cl:1][C:2]1[N:10]=[CH:9][CH:8]=[CH:7][C:3]=1[C:4](Cl)=[O:5].[CH3:11]CN(CC)CC.[OH2:18].